Dataset: Full USPTO retrosynthesis dataset with 1.9M reactions from patents (1976-2016). Task: Predict the reactants needed to synthesize the given product. (1) Given the product [CH3:17][S:18]([O:1][CH2:2][CH2:3][CH:4]1[CH2:5][CH2:6][N:7]([C:10]([O:12][C:13]([CH3:16])([CH3:15])[CH3:14])=[O:11])[CH2:8][CH2:9]1)(=[O:20])=[O:19], predict the reactants needed to synthesize it. The reactants are: [OH:1][CH2:2][CH2:3][CH:4]1[CH2:9][CH2:8][N:7]([C:10]([O:12][C:13]([CH3:16])([CH3:15])[CH3:14])=[O:11])[CH2:6][CH2:5]1.[CH3:17][S:18](Cl)(=[O:20])=[O:19].CCCCCC.CCOC(C)=O. (2) Given the product [NH2:20][C:19]1[C:5]2[C:4]([Cl:3])=[N:9][C:8]([S:10][CH3:11])=[N:7][C:6]=2[S:12][C:13]=1[C:14]([O:16][CH2:17][CH3:18])=[O:15], predict the reactants needed to synthesize it. The reactants are: [OH-].[Na+].[Cl:3][C:4]1[N:9]=[C:8]([S:10][CH3:11])[N:7]=[C:6]([S:12][CH2:13][C:14]([O:16][CH2:17][CH3:18])=[O:15])[C:5]=1[C:19]#[N:20]. (3) Given the product [CH3:27][C:22]1([CH3:28])[C:23]([CH3:26])([CH3:25])[O:24][B:20]([C:2]2[CH:19]=[CH:18][C:5]([NH:6][C:7]3[C:11]4[CH:12]=[CH:13][CH:14]=[CH:15][C:10]=4[S:9](=[O:17])(=[O:16])[N:8]=3)=[CH:4][CH:3]=2)[O:21]1, predict the reactants needed to synthesize it. The reactants are: Br[C:2]1[CH:19]=[CH:18][C:5]([NH:6][C:7]2[C:11]3[CH:12]=[CH:13][CH:14]=[CH:15][C:10]=3[S:9](=[O:17])(=[O:16])[N:8]=2)=[CH:4][CH:3]=1.[B:20]1([B:20]2[O:24][C:23]([CH3:26])([CH3:25])[C:22]([CH3:28])([CH3:27])[O:21]2)[O:24][C:23]([CH3:26])([CH3:25])[C:22]([CH3:28])([CH3:27])[O:21]1.ClCCl.C([O-])(=O)C.[K+]. (4) Given the product [NH2:6][CH2:5][CH2:4][O:3][CH2:2][CH2:1][O:7][CH2:8][CH2:9][NH:10][C:16](=[O:17])[CH2:15][O:14][CH2:13][C:12]([OH:18])=[O:11], predict the reactants needed to synthesize it. The reactants are: [CH2:1]([O:7][CH2:8][CH2:9][NH2:10])[CH2:2][O:3][CH2:4][CH2:5][NH2:6].[O:11]1[C:16](=[O:17])[CH2:15][O:14][CH2:13][C:12]1=[O:18]. (5) Given the product [CH3:14][C:2]1[S:23][C:21]([C:16]2[CH:17]=[CH:18][CH:19]=[CH:20][N:15]=2)=[N:22][C:3]=1[C:5]1[CH:10]=[CH:9][C:8]([N+:11]([O-:13])=[O:12])=[CH:7][CH:6]=1, predict the reactants needed to synthesize it. The reactants are: Br[CH:2]([CH3:14])[C:3]([C:5]1[CH:10]=[CH:9][C:8]([N+:11]([O-:13])=[O:12])=[CH:7][CH:6]=1)=O.[N:15]1[CH:20]=[CH:19][CH:18]=[CH:17][C:16]=1[C:21](=[S:23])[NH2:22]. (6) Given the product [O:15]1[CH2:16][CH2:17][N:12]([C:6]2[CH:11]=[CH:10][C:9]([S:1]([Cl:5])(=[O:3])=[O:2])=[CH:8][CH:7]=2)[CH2:13][CH2:14]1, predict the reactants needed to synthesize it. The reactants are: [S:1]([Cl:5])(=O)(=[O:3])[OH:2].[C:6]1([N:12]2[CH2:17][CH2:16][O:15][CH2:14][CH2:13]2)[CH:11]=[CH:10][CH:9]=[CH:8][CH:7]=1. (7) Given the product [C:18]([O:17][CH2:16][CH2:15][O:14][C:13]1[C:12]([F:26])=[C:11]([C@@H:10]([NH:9][C:6]2[CH:5]=[CH:4][C:3]([C:2]([NH2:1])=[N:39][C:40]([O:42][CH2:43][C:44]([CH3:46])=[CH2:45])=[O:41])=[CH:8][CH:7]=2)[C:27]2[N:31]=[C:30]([O:32][CH2:48][O:49][C:50](=[O:57])[C:51]([CH3:56])([CH3:55])[CH2:52][O:53][CH3:54])[N:29]([C:33]3[N:38]=[CH:37][CH:36]=[CH:35][N:34]=3)[N:28]=2)[CH:23]=[C:22]([O:24][CH3:25])[CH:21]=1)(=[O:20])[CH3:19], predict the reactants needed to synthesize it. The reactants are: [NH2:1][C:2](=[N:39][C:40]([O:42][CH2:43][C:44]([CH3:46])=[CH2:45])=[O:41])[C:3]1[CH:8]=[CH:7][C:6]([NH:9][C@@H:10]([C:27]2[NH:31][C:30](=[O:32])[N:29]([C:33]3[N:38]=[CH:37][CH:36]=[CH:35][N:34]=3)[N:28]=2)[C:11]2[C:12]([F:26])=[C:13]([CH:21]=[C:22]([O:24][CH3:25])[CH:23]=2)[O:14][CH2:15][CH2:16][O:17][C:18](=[O:20])[CH3:19])=[CH:5][CH:4]=1.Cl[CH2:48][O:49][C:50](=[O:57])[C:51]([CH3:56])([CH3:55])[CH2:52][O:53][CH3:54].C(=O)([O-])[O-].[Rb+].[Rb+].CN(C)C(=O)C.